The task is: Predict the reaction yield, written as a fraction of the theoretical maximum amount of product (1.0 means a 100% yield; for example, 0.34 means a 34% yield).. This data is from Reaction yield outcomes from USPTO patents with 853,638 reactions. (1) The reactants are C[O:2][C:3]1[C:4]([CH3:29])=[C:5]([C:20]([O:27]C)=[C:21]([O:25][CH3:26])[C:22]=1[O:23][CH3:24])[CH2:6][C:7]1[C:8]([O:16][C:17](=[O:19])[CH3:18])=[C:9]([CH:13]=[CH:14][CH:15]=1)[C:10]([OH:12])=[O:11].O=[N+]([O-])[O-].[O-][N+](=O)[O-].[O-][N+](=O)[O-].[O-][N+](=O)[O-].[O-][N+](=O)[O-].[O-][N+](=O)[O-].[Ce+4].[NH4+].[NH4+]. The catalyst is C(#N)C.O. The product is [CH3:24][O:23][C:22]1[C:3](=[O:2])[C:4]([CH3:29])=[C:5]([CH2:6][C:7]2[C:8]([O:16][C:17](=[O:19])[CH3:18])=[C:9]([CH:13]=[CH:14][CH:15]=2)[C:10]([OH:12])=[O:11])[C:20](=[O:27])[C:21]=1[O:25][CH3:26]. The yield is 0.990. (2) The reactants are [Br:1][C:2]1[CH:3]=[CH:4][C:5](=[O:8])[NH:6][CH:7]=1.[H-].[Na+].I[CH3:12]. The catalyst is C1COCC1. The product is [Br:1][C:2]1[CH:3]=[CH:4][C:5](=[O:8])[N:6]([CH3:12])[CH:7]=1. The yield is 0.790.